Binary Classification. Given a drug SMILES string, predict its activity (active/inactive) in a high-throughput screening assay against a specified biological target. From a dataset of M1 muscarinic receptor antagonist screen with 61,756 compounds. (1) The compound is O=C(N1CCCCC1)Cn1c2c(nc1c1occc1)cccc2. The result is 0 (inactive). (2) The compound is O=C(n1c2c(CCCC2)c2c1cccc2)CN1CCN(CC1)C. The result is 1 (active).